From a dataset of NCI-60 drug combinations with 297,098 pairs across 59 cell lines. Regression. Given two drug SMILES strings and cell line genomic features, predict the synergy score measuring deviation from expected non-interaction effect. (1) Drug 1: C1=NC2=C(N=C(N=C2N1C3C(C(C(O3)CO)O)F)Cl)N. Drug 2: CCN(CC)CCCC(C)NC1=C2C=C(C=CC2=NC3=C1C=CC(=C3)Cl)OC. Cell line: OVCAR-4. Synergy scores: CSS=4.78, Synergy_ZIP=-2.61, Synergy_Bliss=-1.36, Synergy_Loewe=-2.49, Synergy_HSA=-2.40. (2) Drug 1: CC1=C2C(C(=O)C3(C(CC4C(C3C(C(C2(C)C)(CC1OC(=O)C(C(C5=CC=CC=C5)NC(=O)OC(C)(C)C)O)O)OC(=O)C6=CC=CC=C6)(CO4)OC(=O)C)OC)C)OC. Drug 2: CNC(=O)C1=CC=CC=C1SC2=CC3=C(C=C2)C(=NN3)C=CC4=CC=CC=N4. Cell line: A549. Synergy scores: CSS=50.1, Synergy_ZIP=0.900, Synergy_Bliss=-0.394, Synergy_Loewe=-10.4, Synergy_HSA=1.61. (3) Drug 2: CNC(=O)C1=NC=CC(=C1)OC2=CC=C(C=C2)NC(=O)NC3=CC(=C(C=C3)Cl)C(F)(F)F. Cell line: MALME-3M. Synergy scores: CSS=41.3, Synergy_ZIP=6.21, Synergy_Bliss=5.98, Synergy_Loewe=5.04, Synergy_HSA=7.19. Drug 1: C1=CC(=C2C(=C1NCCNCCO)C(=O)C3=C(C=CC(=C3C2=O)O)O)NCCNCCO. (4) Drug 1: CN1C2=C(C=C(C=C2)N(CCCl)CCCl)N=C1CCCC(=O)O.Cl. Drug 2: C1C(C(OC1N2C=NC(=NC2=O)N)CO)O. Cell line: NCI-H522. Synergy scores: CSS=9.22, Synergy_ZIP=-3.84, Synergy_Bliss=2.10, Synergy_Loewe=-0.135, Synergy_HSA=4.14. (5) Drug 1: C1=CC(=CC=C1CCC2=CNC3=C2C(=O)NC(=N3)N)C(=O)NC(CCC(=O)O)C(=O)O. Drug 2: C1=CC=C(C(=C1)C(C2=CC=C(C=C2)Cl)C(Cl)Cl)Cl. Cell line: NCI-H522. Synergy scores: CSS=34.6, Synergy_ZIP=-0.0997, Synergy_Bliss=-0.637, Synergy_Loewe=-14.0, Synergy_HSA=-0.0141.